Task: Predict which catalyst facilitates the given reaction.. Dataset: Catalyst prediction with 721,799 reactions and 888 catalyst types from USPTO (1) Reactant: [Cl:1][C:2]1[CH:3]=[C:4]([CH:7]=[C:8]([Cl:28])[C:9]=1[NH:10][C:11]1[C:20]2[CH:21]=[CH:22][N:23]=[C:24]([O:25][CH2:26][CH3:27])[C:19]=2[C:18]2[C:13](=[CH:14][CH:15]=[N:16][CH:17]=2)[N:12]=1)[C:5]#[N:6].C(N(CC)CC)C.[Cl-].[OH:37][NH3+:38]. Product: [Cl:1][C:2]1[CH:3]=[C:4]([C:5](=[N:38][OH:37])[NH2:6])[CH:7]=[C:8]([Cl:28])[C:9]=1[NH:10][C:11]1[C:20]2[CH:21]=[CH:22][N:23]=[C:24]([O:25][CH2:26][CH3:27])[C:19]=2[C:18]2[C:13](=[CH:14][CH:15]=[N:16][CH:17]=2)[N:12]=1. The catalyst class is: 8. (2) Reactant: [OH:1][CH2:2][C:3]([CH3:9])([CH3:8])[C:4]([O:6][CH3:7])=[O:5].C(N(CC)CC)C.[C:17]1([CH3:27])[CH:22]=[CH:21][C:20]([S:23](Cl)(=[O:25])=[O:24])=[CH:19][CH:18]=1.O. Product: [CH3:27][C:17]1[CH:22]=[CH:21][C:20]([S:23]([O:1][CH2:2][C:3]([C:4]([O:6][CH3:7])=[O:5])([CH3:9])[CH3:8])(=[O:25])=[O:24])=[CH:19][CH:18]=1. The catalyst class is: 4. (3) Reactant: [OH:1][C:2]1[CH:23]=[CH:22][C:5]([C:6]([N:8]2[CH2:12][CH2:11][C@@:10]3([C:16]4[CH:17]=[CH:18][CH:19]=[CH:20][C:15]=4[C:14](=[O:21])[O:13]3)[CH2:9]2)=[O:7])=[CH:4][CH:3]=1.[CH2:24](Br)[C:25]1[CH:30]=[CH:29][CH:28]=[CH:27][CH:26]=1.C(=O)([O-])[O-].[K+].[K+]. Product: [CH2:24]([O:1][C:2]1[CH:3]=[CH:4][C:5]([C:6]([N:8]2[CH2:12][CH2:11][C@@:10]3([C:16]4[CH:17]=[CH:18][CH:19]=[CH:20][C:15]=4[C:14](=[O:21])[O:13]3)[CH2:9]2)=[O:7])=[CH:22][CH:23]=1)[C:25]1[CH:30]=[CH:29][CH:28]=[CH:27][CH:26]=1. The catalyst class is: 16. (4) The catalyst class is: 7. Product: [CH2:1]([O:8][C:9]([NH:11][C:12]1[C:13](=[O:21])[N:14]([CH2:38][C:37]([O:36][C:32]([CH3:35])([CH3:34])[CH3:33])=[O:40])[C:15]([CH:18]([CH3:19])[CH3:20])=[CH:16][CH:17]=1)=[O:10])[C:2]1[CH:3]=[CH:4][CH:5]=[CH:6][CH:7]=1. Reactant: [CH2:1]([O:8][C:9]([NH:11][C:12]1[C:13](=[O:21])[NH:14][C:15]([CH:18]([CH3:20])[CH3:19])=[CH:16][CH:17]=1)=[O:10])[C:2]1[CH:7]=[CH:6][CH:5]=[CH:4][CH:3]=1.C[Si]([N-][Si](C)(C)C)(C)C.[Li+].[C:32]([O:36][C:37](=[O:40])[CH2:38]Br)([CH3:35])([CH3:34])[CH3:33]. (5) Reactant: Br[C:2]1[CH:7]=[CH:6][C:5]([Cl:8])=[C:4]([F:9])[C:3]=1[F:10].C(O[B:15]1[O:19][C:18]([CH3:21])([CH3:20])[C:17]([CH3:23])([CH3:22])[O:16]1)(C)C. Product: [Cl:8][C:5]1[CH:6]=[CH:7][C:2]([B:15]2[O:19][C:18]([CH3:21])([CH3:20])[C:17]([CH3:23])([CH3:22])[O:16]2)=[C:3]([F:10])[C:4]=1[F:9]. The catalyst class is: 7. (6) Reactant: [CH3:1][C@H:2]([CH2:23][CH2:24][CH2:25][CH:26]([CH3:28])[CH3:27])[CH2:3][CH2:4][CH2:5][C@H:6]([CH2:8][CH2:9][CH2:10][C@@:11]1([CH3:22])[O:16][C:15]2[CH:17]=[CH:18][C:19]([OH:21])=[CH:20][C:14]=2[CH2:13][CH2:12]1)[CH3:7]. Product: [CH3:27][C:26]([CH3:28])=[CH:25][CH2:24][CH2:23]/[C:2](/[CH3:1])=[CH:3]/[CH2:4][CH2:5]/[C:6](/[CH3:7])=[CH:8]/[CH2:9][CH2:10][C:11]1([CH3:22])[O:16][C:15]2[CH:17]=[CH:18][C:19]([OH:21])=[CH:20][C:14]=2[CH2:13][CH2:12]1. The catalyst class is: 6.